From a dataset of Full USPTO retrosynthesis dataset with 1.9M reactions from patents (1976-2016). Predict the reactants needed to synthesize the given product. (1) Given the product [Cl:42][C:43]1[CH:50]=[CH:49][C:46]([CH2:47][NH:48][C:17]([C:14]2[CH:15]=[C:16]3[C:11](=[CH:12][CH:13]=2)[NH:10][N:9]=[C:8]3[N:5]2[CH2:4][CH2:3][N:2]([CH3:1])[CH2:7][CH2:6]2)=[O:19])=[CH:45][CH:44]=1, predict the reactants needed to synthesize it. The reactants are: [CH3:1][N:2]1[CH2:7][CH2:6][N:5]([C:8]2[C:16]3[C:11](=[CH:12][CH:13]=[C:14]([C:17]([O-:19])=O)[CH:15]=3)[NH:10][N:9]=2)[CH2:4][CH2:3]1.[Li+].C(Cl)CCl.C1C=CC2N(O)N=NC=2C=1.CCN(CC)CC.[Cl:42][C:43]1[CH:50]=[CH:49][C:46]([CH2:47][NH2:48])=[CH:45][CH:44]=1. (2) Given the product [CH3:12][C:10]1[C:9]2[C:15](=[O:16])[C:14](=[O:18])[S:13][C:8]=2[CH:7]=[C:6]([CH3:5])[CH:11]=1, predict the reactants needed to synthesize it. The reactants are: [Al+3].[Cl-].[Cl-].[Cl-].[CH3:5][C:6]1[CH:7]=[C:8]([SH:13])[CH:9]=[C:10]([CH3:12])[CH:11]=1.[C:14](Cl)(=[O:18])[C:15](Cl)=[O:16]. (3) Given the product [Cl:26][C:23]([F:24])([F:25])[C:20]1[N:18]2[N:19]=[C:14]([N:10]3[CH2:9][CH2:8][N:7]([CH2:6][C:2]4[S:1][CH:5]=[CH:4][CH:3]=4)[CH2:12][CH2:11]3)[CH:15]=[CH:16][C:17]2=[N:22][N:21]=1, predict the reactants needed to synthesize it. The reactants are: [S:1]1[CH:5]=[CH:4][CH:3]=[C:2]1[CH2:6][N:7]1[CH2:12][CH2:11][NH:10][CH2:9][CH2:8]1.Cl[C:14]1[CH:15]=[CH:16][C:17]2[N:18]([C:20]([C:23]([Cl:26])([F:25])[F:24])=[N:21][N:22]=2)[N:19]=1. (4) Given the product [Br:9][C:4]1[N:3]=[C:2]([C:24]2[S:28][CH:27]=[N:26][CH:25]=2)[CH:7]=[C:6]([CH3:8])[CH:5]=1, predict the reactants needed to synthesize it. The reactants are: Br[C:2]1[CH:7]=[C:6]([CH3:8])[CH:5]=[C:4]([Br:9])[N:3]=1.C(=O)([O-])[O-].[K+].[K+].CC1(C)C(C)(C)OB([C:24]2[S:28][CH:27]=[N:26][CH:25]=2)O1. (5) Given the product [C:1]([C:3]1[CH:8]=[CH:7][C:6]([N:9]([CH2:14][CH3:15])[CH2:10][C:11]([NH:28][C:27]2[CH:29]=[CH:30][C:24]([F:23])=[CH:25][CH:26]=2)=[O:13])=[CH:5][C:4]=1[C:16]([F:19])([F:18])[F:17])#[N:2], predict the reactants needed to synthesize it. The reactants are: [C:1]([C:3]1[CH:8]=[CH:7][C:6]([N:9]([CH2:14][CH3:15])[CH2:10][C:11]([OH:13])=O)=[CH:5][C:4]=1[C:16]([F:19])([F:18])[F:17])#[N:2].N=C=N.[F:23][C:24]1[CH:30]=[CH:29][C:27]([NH2:28])=[CH:26][CH:25]=1. (6) Given the product [CH3:35][C:32]([CH3:34])([CH3:33])[C@H:27]([NH:26][C:24]([C:15]1[N:14]=[C:13](/[CH:12]=[CH:11]/[CH2:10][N:40]2[CH2:41][CH2:42][O:57][CH2:38][CH2:39]2)[N:17]2[CH2:18][CH2:19][CH2:20][N:21]([CH3:23])[CH2:22][C:16]=12)=[O:25])[C:28]([NH:30][CH3:31])=[O:29], predict the reactants needed to synthesize it. The reactants are: [Si](OC[CH2:10]/[CH:11]=[CH:12]/[C:13]1[N:17]2[CH2:18][CH2:19][CH2:20][N:21]([CH3:23])[CH2:22][C:16]2=[C:15]([C:24]([NH:26][C@@H:27]([C:32]([CH3:35])([CH3:34])[CH3:33])[C:28]([NH:30][CH3:31])=[O:29])=[O:25])[N:14]=1)(C(C)(C)C)(C)C.CC[CH2:38][CH2:39][N+:40](CCCC)(CCCC)[CH2:41][CH2:42]CC.[F-].C1C[O:57]CC1. (7) Given the product [Cl:1][C:2]1[CH:3]=[C:4]2[C:9](=[CH:10][CH:11]=1)[CH:8]=[C:7]([S:12]([O-:14])=[O:13])[CH:6]=[CH:5]2.[Na+:27], predict the reactants needed to synthesize it. The reactants are: [Cl:1][C:2]1[CH:3]=[C:4]2[C:9](=[CH:10][CH:11]=1)[CH:8]=[C:7]([S:12](Cl)(=[O:14])=[O:13])[CH:6]=[CH:5]2.O.O.O.O.O.O.O.S([O-])([O-])=O.[Na+:27].[Na+].C(=O)(O)[O-].[Na+].